From a dataset of Full USPTO retrosynthesis dataset with 1.9M reactions from patents (1976-2016). Predict the reactants needed to synthesize the given product. Given the product [CH:19]([C:16]1[CH:17]=[CH:18][C:13]([S:10]([N:9]([CH2:23][C:24]([OH:26])=[O:25])[C:6]2[CH:7]=[N:8][C:3]([O:2][CH3:1])=[CH:4][CH:5]=2)(=[O:12])=[O:11])=[N:14][CH:15]=1)([CH3:21])[CH3:20], predict the reactants needed to synthesize it. The reactants are: [CH3:1][O:2][C:3]1[N:8]=[CH:7][C:6]([NH:9][S:10]([C:13]2[CH:18]=[CH:17][C:16]([CH:19]([CH3:21])[CH3:20])=[CH:15][N:14]=2)(=[O:12])=[O:11])=[CH:5][CH:4]=1.Br[CH2:23][C:24]([O:26]C(C)(C)C)=[O:25].